Task: Predict the reactants needed to synthesize the given product.. Dataset: Full USPTO retrosynthesis dataset with 1.9M reactions from patents (1976-2016) (1) Given the product [Br:24][C:22]1[N:23]=[C:18]([NH:16][C:14]2[CH:13]=[N:12][N:11]([CH2:10][CH2:9][O:8][Si:1]([C:4]([CH3:7])([CH3:5])[CH3:6])([CH3:3])[CH3:2])[CH:15]=2)[C:19](=[O:26])[N:20]([CH3:25])[CH:21]=1, predict the reactants needed to synthesize it. The reactants are: [Si:1]([O:8][CH2:9][CH2:10][N:11]1[CH:15]=[C:14]([NH2:16])[CH:13]=[N:12]1)([C:4]([CH3:7])([CH3:6])[CH3:5])([CH3:3])[CH3:2].Br[C:18]1[C:19](=[O:26])[N:20]([CH3:25])[CH:21]=[C:22]([Br:24])[N:23]=1.C(=O)([O-])[O-].[Cs+].[Cs+].CC1(C)C2C(=C(P(C3C=CC=CC=3)C3C=CC=CC=3)C=CC=2)OC2C(P(C3C=CC=CC=3)C3C=CC=CC=3)=CC=CC1=2. (2) Given the product [Cl:1][C:2]1[CH:10]=[CH:9][C:8]2[N:7]([CH2:35][CH2:34][O:33][C:29]3[CH:30]=[CH:31][CH:32]=[CH:27][CH:28]=3)[C:6]3[CH2:11][CH2:12][N:13]([C:16]([O:18][C:19]([CH3:20])([CH3:22])[CH3:21])=[O:17])[CH2:14][CH2:15][C:5]=3[C:4]=2[C:3]=1[Cl:23], predict the reactants needed to synthesize it. The reactants are: [Cl:1][C:2]1[CH:10]=[CH:9][C:8]2[NH:7][C:6]3[CH2:11][CH2:12][N:13]([C:16]([O:18][C:19]([CH3:22])([CH3:21])[CH3:20])=[O:17])[CH2:14][CH2:15][C:5]=3[C:4]=2[C:3]=1[Cl:23].[H-].[Na+].Br[C:27]1[CH:28]=[C:29]([O:33][CH2:34][CH3:35])[CH:30]=[CH:31][CH:32]=1. (3) Given the product [O:13]1[C:17]2[CH:18]=[CH:19][CH:20]=[CH:21][C:16]=2[CH:15]=[C:14]1[C:22]1[N:26]2[N:27]=[C:28]([O:5][CH:4]([CH:6]3[CH2:10][CH2:9][O:8][CH2:7]3)[CH2:3][NH2:2])[CH:29]=[CH:30][C:25]2=[N:24][CH:23]=1, predict the reactants needed to synthesize it. The reactants are: Cl.[NH2:2][CH2:3][CH:4]([CH:6]1[CH2:10][CH2:9][O:8][CH2:7]1)[OH:5].[H-].[Na+].[O:13]1[C:17]2[CH:18]=[CH:19][CH:20]=[CH:21][C:16]=2[CH:15]=[C:14]1[C:22]1[N:26]2[N:27]=[C:28](Cl)[CH:29]=[CH:30][C:25]2=[N:24][CH:23]=1. (4) Given the product [Br:28][C:29]1[CH:30]=[CH:31][C:32]2[O:36][C:35]([CH2:37][O:21][C:18]3[CH:19]=[CH:20][C:15]([C:6]4[C:7]([C:9]5[CH:10]=[CH:11][N:12]=[CH:13][CH:14]=5)=[CH:8][N:4]([CH2:3][CH2:2][F:1])[N:5]=4)=[CH:16][CH:17]=3)=[N:34][C:33]=2[CH:39]=1, predict the reactants needed to synthesize it. The reactants are: [F:1][CH2:2][CH2:3][N:4]1[CH:8]=[C:7]([C:9]2[CH:14]=[CH:13][N:12]=[CH:11][CH:10]=2)[C:6]([C:15]2[CH:20]=[CH:19][C:18]([OH:21])=[CH:17][CH:16]=2)=[N:5]1.C(=O)([O-])[O-].[Cs+].[Cs+].[Br:28][C:29]1[CH:30]=[CH:31][C:32]2[O:36][C:35]([CH2:37]Cl)=[N:34][C:33]=2[CH:39]=1.